From a dataset of Reaction yield outcomes from USPTO patents with 853,638 reactions. Predict the reaction yield, written as a fraction of the theoretical maximum amount of product (1.0 means a 100% yield; for example, 0.34 means a 34% yield). The reactants are Br[C:2]1[CH:23]=[CH:22][C:5]2[C:6]3[N:7]([CH:11]=[C:12]([C:14]4[N:18]([CH:19]([CH3:21])[CH3:20])[N:17]=[CH:16][N:15]=4)[N:13]=3)[CH2:8][CH2:9][O:10][C:4]=2[CH:3]=1.CC1(C)C(C)(C)OB([C:32]2[CH:33]=[CH:34][C:35]([NH2:38])=[N:36][CH:37]=2)O1. No catalyst specified. The product is [CH:19]([N:18]1[C:14]([C:12]2[N:13]=[C:6]3[C:5]4[CH:22]=[CH:23][C:2]([C:32]5[CH:33]=[CH:34][C:35]([NH2:38])=[N:36][CH:37]=5)=[CH:3][C:4]=4[O:10][CH2:9][CH2:8][N:7]3[CH:11]=2)=[N:15][CH:16]=[N:17]1)([CH3:21])[CH3:20]. The yield is 0.620.